This data is from Full USPTO retrosynthesis dataset with 1.9M reactions from patents (1976-2016). The task is: Predict the reactants needed to synthesize the given product. (1) Given the product [C:24]([C:28]1[O:32][N:31]=[C:30]([NH:33][C:34]([NH:21][C:18]2[CH:19]=[CH:20][C:15]([C:13]3[N:12]=[C:10]4[N:9]([CH:14]=3)[C:8]3[CH:22]=[CH:23][C:5]([O:4][CH2:3][CH2:2][Cl:1])=[CH:6][C:7]=3[S:11]4)=[CH:16][CH:17]=2)=[O:35])[CH:29]=1)([CH3:27])([CH3:25])[CH3:26], predict the reactants needed to synthesize it. The reactants are: [Cl:1][CH2:2][CH2:3][O:4][C:5]1[CH:23]=[CH:22][C:8]2[N:9]3[CH:14]=[C:13]([C:15]4[CH:20]=[CH:19][C:18]([NH2:21])=[CH:17][CH:16]=4)[N:12]=[C:10]3[S:11][C:7]=2[CH:6]=1.[C:24]([C:28]1[O:32][N:31]=[C:30]([NH:33][C:34](=O)[O:35]C2C=CC=CC=2)[CH:29]=1)([CH3:27])([CH3:26])[CH3:25]. (2) Given the product [I:1][C:2]1[CH:3]=[CH:4][C:5]([C:8]2[N:9]=[C:10]([C@H:14]([N:16]([CH3:17])[C:19](=[O:20])[O:21][CH3:22])[CH3:15])[N:11]([CH3:13])[CH:12]=2)=[CH:6][CH:7]=1, predict the reactants needed to synthesize it. The reactants are: [I:1][C:2]1[CH:7]=[CH:6][C:5]([C:8]2[N:9]=[C:10]([C@H:14]([NH:16][CH3:17])[CH3:15])[N:11]([CH3:13])[CH:12]=2)=[CH:4][CH:3]=1.Cl[C:19]([O:21][CH3:22])=[O:20].C([O-])([O-])=O.[Na+].[Na+].C1COCC1. (3) Given the product [CH:8]([C:2]1[O:3][C:4]([C:6]([OH:10])=[O:7])=[CH:5][CH:1]=1)=[O:9], predict the reactants needed to synthesize it. The reactants are: [CH:1]1[CH:5]=[C:4]([CH:6]=[O:7])[O:3][C:2]=1[CH2:8][OH:9].[O:10]=O. (4) Given the product [F:10][C:4]1[CH:3]=[C:2]([C:13]2[C:12]([F:11])=[CH:17][N:16]=[C:15]([O:18][CH3:19])[CH:14]=2)[CH:9]=[CH:8][C:5]=1[CH:6]=[O:7], predict the reactants needed to synthesize it. The reactants are: Br[C:2]1[CH:9]=[CH:8][C:5]([CH:6]=[O:7])=[C:4]([F:10])[CH:3]=1.[F:11][C:12]1[C:13](B(O)O)=[CH:14][C:15]([O:18][CH3:19])=[N:16][CH:17]=1.C(=O)([O-])[O-].[Na+].[Na+].